Dataset: Forward reaction prediction with 1.9M reactions from USPTO patents (1976-2016). Task: Predict the product of the given reaction. (1) Given the reactants [CH2:1]([N:4]([CH2:14][C:15]1[CH:20]=[CH:19][CH:18]=[CH:17][CH:16]=1)[C:5](=[O:13])[C:6]1[C:11](Br)=[CH:10][CH:9]=[CH:8][N:7]=1)[CH:2]=[CH2:3].C(N(CC)CC)C.CN(C=O)C, predict the reaction product. The product is: [CH2:14]([N:4]1[C:5](=[O:13])[C:6]2[N:7]=[CH:8][CH:9]=[CH:10][C:11]=2[C:2]([CH3:3])=[CH:1]1)[C:15]1[CH:20]=[CH:19][CH:18]=[CH:17][CH:16]=1. (2) Given the reactants Br[CH2:2][C:3]1[CH:8]=[CH:7][C:6]([C:9]2[CH:10]=[C:11]([C:21]([NH:23][CH2:24][C:25]3[C:26](=[O:33])[NH:27][C:28]([CH3:32])=[CH:29][C:30]=3[CH3:31])=[O:22])[C:12]3[CH:17]=[N:16][N:15]([CH:18]([CH3:20])[CH3:19])[C:13]=3[N:14]=2)=[CH:5][CH:4]=1.[CH3:34][N:35]([CH3:41])[CH2:36][CH2:37][CH2:38][NH:39][CH3:40], predict the reaction product. The product is: [CH3:31][C:30]1[CH:29]=[C:28]([CH3:32])[NH:27][C:26](=[O:33])[C:25]=1[CH2:24][NH:23][C:21]([C:11]1[C:12]2[CH:17]=[N:16][N:15]([CH:18]([CH3:20])[CH3:19])[C:13]=2[N:14]=[C:9]([C:6]2[CH:5]=[CH:4][C:3]([CH2:2][N:39]([CH2:38][CH2:37][CH2:36][N:35]([CH3:41])[CH3:34])[CH3:40])=[CH:8][CH:7]=2)[CH:10]=1)=[O:22]. (3) Given the reactants Cl[CH2:2][C:3]1[CH:8]=[CH:7][C:6]([CH2:9][NH:10][C:11](=[O:13])[CH3:12])=[CH:5][CH:4]=1.[Cl:14][C:15]1[CH:16]=[CH:17][C:18]([N:21]2[CH2:26][CH2:25][NH:24][CH2:23][CH2:22]2)=[N:19][CH:20]=1.C(=O)([O-])[O-].[K+].[K+].O, predict the reaction product. The product is: [Cl:14][C:15]1[CH:16]=[CH:17][C:18]([N:21]2[CH2:22][CH2:23][N:24]([CH2:2][C:3]3[CH:8]=[CH:7][C:6]([CH2:9][NH:10][C:11](=[O:13])[CH3:12])=[CH:5][CH:4]=3)[CH2:25][CH2:26]2)=[N:19][CH:20]=1.